Dataset: TCR-epitope binding with 47,182 pairs between 192 epitopes and 23,139 TCRs. Task: Binary Classification. Given a T-cell receptor sequence (or CDR3 region) and an epitope sequence, predict whether binding occurs between them. (1) The epitope is KRWIIMGLNK. The TCR CDR3 sequence is CASSLGTSSYEQYF. Result: 1 (the TCR binds to the epitope). (2) The epitope is ITEEVGHTDLMAAY. The TCR CDR3 sequence is CASSHPGGGELFF. Result: 1 (the TCR binds to the epitope). (3) The epitope is LLFGYPVYV. The TCR CDR3 sequence is CASSQYRTGTSGRSHTGELFF. Result: 0 (the TCR does not bind to the epitope). (4) Result: 1 (the TCR binds to the epitope). The epitope is DATYQRTRALVR. The TCR CDR3 sequence is CSAETGNTEAFF. (5) The epitope is IVTDFSVIK. The TCR CDR3 sequence is CASSEVGPTYEQYF. Result: 1 (the TCR binds to the epitope). (6) The epitope is TEILPVSMTK. The TCR CDR3 sequence is CASSLFLAGSYEQYF. Result: 0 (the TCR does not bind to the epitope). (7) The epitope is QECVRGTTVL. Result: 0 (the TCR does not bind to the epitope). The TCR CDR3 sequence is CASSATQSYEQYF.